From a dataset of Drug-target binding data from BindingDB using Ki measurements. Regression. Given a target protein amino acid sequence and a drug SMILES string, predict the binding affinity score between them. We predict pKi (pKi = -log10(Ki in M); higher means stronger inhibition). Dataset: bindingdb_ki. The small molecule is CC(C)C[C@H](NC(=O)[C@@H](Cc1ccc2ccccc2c1)NC(=O)[C@H](Cc1ccc(O)cc1)NC(=O)[C@H](CO)NC(=O)[C@H](Cc1c[nH]c2ccccc12)NC(=O)[C@H](Cc1cnc[nH]1)N(C)C(=O)[C@@H]1CCC(=O)N1)C(=O)N[C@@H](CCCN=C(N)N)C(=O)N1CCC[C@H]1C(=O)NCC(N)=O. The target protein (P07490) has sequence METIPKLMAAVVLLTVCLEGCSSQHWSYGLRPGGKRNTEHLVDSFQEMGKEEDQMAEPQNFECTVHWPRSPLRDLRGALERLIEEEAGQKKM. The pKi is 8.8.